Dataset: Forward reaction prediction with 1.9M reactions from USPTO patents (1976-2016). Task: Predict the product of the given reaction. (1) Given the reactants C1(C2C(O[C@@H]3CCCN(CC4C=CC(Cl)=C(Cl)C=4)C3)=CC(F)=C(C=2)C(O)=O)CC1.[CH:30]1([C:33]2[C:34]([O:43][C@@H:44]3[CH2:49][CH2:48][CH2:47][N:46]([C@@H:50]([C:52]4[CH:57]=[CH:56][C:55]([F:58])=[CH:54][CH:53]=4)[CH3:51])[CH2:45]3)=[CH:35][C:36]([F:42])=[C:37]([CH:41]=2)[C:38]([OH:40])=O)[CH2:32][CH2:31]1.CS(N)(=O)=O.[CH:64]1([S:67]([NH2:70])(=[O:69])=[O:68])[CH2:66][CH2:65]1, predict the reaction product. The product is: [CH:30]1([C:33]2[C:34]([O:43][C@@H:44]3[CH2:49][CH2:48][CH2:47][N:46]([C@@H:50]([C:52]4[CH:57]=[CH:56][C:55]([F:58])=[CH:54][CH:53]=4)[CH3:51])[CH2:45]3)=[CH:35][C:36]([F:42])=[C:37]([CH:41]=2)[C:38]([NH:70][S:67]([CH:64]2[CH2:66][CH2:65]2)(=[O:69])=[O:68])=[O:40])[CH2:31][CH2:32]1. (2) Given the reactants Br[C:2]1[CH:11]=[C:10]2[C:5]([N:6]=[C:7]([NH:15][CH2:16][CH2:17][CH2:18][OH:19])[C:8]3[N:9]2[CH:12]=[CH:13][N:14]=3)=[CH:4][C:3]=1[C:20]([F:23])([F:22])[F:21].[CH3:24][C:25]1(C)C(C)(C)OB(C=C)O1.C(B1OC(C)(C)C(C)(C)O1)=C.C(=O)([O-])[O-].[K+].[K+], predict the reaction product. The product is: [F:21][C:20]([F:23])([F:22])[C:3]1[CH:4]=[C:5]2[C:10](=[CH:11][C:2]=1[CH:24]=[CH2:25])[N:9]1[CH:12]=[CH:13][N:14]=[C:8]1[C:7]([NH:15][CH2:16][CH2:17][CH2:18][OH:19])=[N:6]2. (3) Given the reactants Br[C:2]1[CH:6]=[CH:5][S:4][C:3]=1[C:7]1[S:8][CH:9]=[CH:10][CH:11]=1.C([Li])CCC.[CH3:17][C:18](=[O:28])[CH2:19][CH2:20][CH2:21][CH2:22][CH2:23][CH2:24][CH2:25][CH2:26][CH3:27], predict the reaction product. The product is: [S:4]1[CH:5]=[CH:6][C:2]([C:18]([OH:28])([CH2:19][CH2:20][CH2:21][CH2:22][CH2:23][CH2:24][CH2:25][CH2:26][CH3:27])[CH3:17])=[C:3]1[C:7]1[S:8][CH:9]=[CH:10][CH:11]=1. (4) Given the reactants Cl.[CH2:2]([C:6]1[N:7]([NH2:19])[C:8]2[C:17]3[CH:16]=[CH:15][CH:14]=[CH:13][C:12]=3[N:11]=[CH:10][C:9]=2[N:18]=1)[CH2:3][CH2:4][CH3:5].[CH3:20][C:21]([CH3:23])=O, predict the reaction product. The product is: [CH2:2]([C:6]1[N:7]([N:19]=[C:21]([CH3:23])[CH3:20])[C:8]2[C:17]3[CH:16]=[CH:15][CH:14]=[CH:13][C:12]=3[N:11]=[CH:10][C:9]=2[N:18]=1)[CH2:3][CH2:4][CH3:5]. (5) Given the reactants [F:1][C:2]1[CH:3]=[C:4]([CH:29]=[C:30]([N:32]2[CH2:37][CH2:36][O:35][CH2:34][CH2:33]2)[CH:31]=1)[C:5]([NH:7][C:8]1[C:17]2[C:12](=[CH:13][CH:14]=[CH:15][CH:16]=2)[C:11]([O:18][C:19]2[CH:24]=[CH:23][N:22]=[C:21](S(C)(=O)=O)[N:20]=2)=[CH:10][CH:9]=1)=[O:6].[CH3:38][OH:39], predict the reaction product. The product is: [F:1][C:2]1[CH:3]=[C:4]([CH:29]=[C:30]([N:32]2[CH2:37][CH2:36][O:35][CH2:34][CH2:33]2)[CH:31]=1)[C:5]([NH:7][C:8]1[C:17]2[C:12](=[CH:13][CH:14]=[CH:15][CH:16]=2)[C:11]([O:18][C:19]2[CH:24]=[CH:23][N:22]=[C:21]([O:39][CH3:38])[N:20]=2)=[CH:10][CH:9]=1)=[O:6]. (6) The product is: [F:14][C:3]1[CH:4]=[C:5]2[C:9](=[CH:10][C:2]=1[B:18]1[O:19][C:20]([CH3:22])([CH3:21])[C:16]([CH3:32])([CH3:15])[O:17]1)[N:8]([CH2:11][CH2:12][OH:13])[CH:7]=[CH:6]2. Given the reactants Br[C:2]1[CH:10]=[C:9]2[C:5]([CH:6]=[CH:7][N:8]2[CH2:11][CH2:12][OH:13])=[CH:4][C:3]=1[F:14].[CH3:15][C:16]1([CH3:32])[C:20]([CH3:22])([CH3:21])[O:19][B:18]([B:18]2[O:19][C:20]([CH3:22])([CH3:21])[C:16]([CH3:32])([CH3:15])[O:17]2)[O:17]1.C([O-])(=O)C.[K+], predict the reaction product. (7) Given the reactants [C:1]1([C:18]2[CH:23]=[CH:22][CH:21]=[CH:20][CH:19]=2)[CH:6]=[CH:5][C:4]([NH:7][CH2:8][C:9]2[CH:10]=[C:11]([C:15]([OH:17])=O)[O:12][C:13]=2[CH3:14])=[CH:3][CH:2]=1.[CH3:24][C:25]1[CH:30]=[CH:29][CH:28]=[CH:27][C:26]=1[S:31]([NH2:34])(=[O:33])=[O:32], predict the reaction product. The product is: [C:1]1([C:18]2[CH:23]=[CH:22][CH:21]=[CH:20][CH:19]=2)[CH:6]=[CH:5][C:4]([NH:7][CH2:8][C:9]2[CH:10]=[C:11]([C:15]([NH:34][S:31]([C:26]3[CH:27]=[CH:28][CH:29]=[CH:30][C:25]=3[CH3:24])(=[O:32])=[O:33])=[O:17])[O:12][C:13]=2[CH3:14])=[CH:3][CH:2]=1. (8) Given the reactants [CH2:1]([O:5][CH2:6][CH2:7][O:8][C:9]1[CH:14]=[CH:13][C:12]([C:15]2[CH:16]=[CH:17][C:18]3[N:24]([C:25](=[O:30])[C:26]([F:29])([F:28])[F:27])[CH2:23][CH2:22][C:21]([C:31]([NH:33][C:34]4[CH:39]=[CH:38][C:37]([CH:40]([OH:48])[C:41]5[CH:46]=[CH:45][CH:44]=[C:43]([CH3:47])[N:42]=5)=[CH:36][CH:35]=4)=[O:32])=[CH:20][C:19]=3[CH:49]=2)=[CH:11][CH:10]=1)[CH2:2][CH2:3][CH3:4].ClC1C=CC=C(C(OO)=[O:58])C=1.S([O-])([O-])(=O)=S.[Na+].[Na+], predict the reaction product. The product is: [CH2:1]([O:5][CH2:6][CH2:7][O:8][C:9]1[CH:10]=[CH:11][C:12]([C:15]2[CH:16]=[CH:17][C:18]3[N:24]([C:25](=[O:30])[C:26]([F:29])([F:28])[F:27])[CH2:23][CH2:22][C:21]([C:31]([NH:33][C:34]4[CH:39]=[CH:38][C:37]([CH:40]([OH:48])[C:41]5[CH:46]=[CH:45][CH:44]=[C:43]([CH3:47])[N+:42]=5[O-:58])=[CH:36][CH:35]=4)=[O:32])=[CH:20][C:19]=3[CH:49]=2)=[CH:13][CH:14]=1)[CH2:2][CH2:3][CH3:4].